This data is from Reaction yield outcomes from USPTO patents with 853,638 reactions. The task is: Predict the reaction yield, written as a fraction of the theoretical maximum amount of product (1.0 means a 100% yield; for example, 0.34 means a 34% yield). (1) The reactants are C([N:3]1[CH2:8][CH2:7][C:6]([CH3:19])([C:9]2[CH:14]=[CH:13][CH:12]=[C:11]([O:15][CH:16]([CH3:18])[CH3:17])[CH:10]=2)[CH2:5][CH2:4]1)C.Cl[C:21]([O:23][C:24]1[CH:29]=[CH:28][CH:27]=[CH:26][CH:25]=1)=[O:22].[OH-].[Na+]. The catalyst is C1(C)C=CC=CC=1. The product is [C:24]1([O:23][C:21]([N:3]2[CH2:8][CH2:7][C:6]([CH3:19])([C:9]3[CH:14]=[CH:13][CH:12]=[C:11]([O:15][CH:16]([CH3:17])[CH3:18])[CH:10]=3)[CH2:5][CH2:4]2)=[O:22])[CH:29]=[CH:28][CH:27]=[CH:26][CH:25]=1. The yield is 0.450. (2) The reactants are [CH3:1][C:2]1[C:10]([N+:11]([O-:13])=O)=[CH:9][CH:8]=[C:7]2[C:3]=1C=[CH:5][NH:6]2.[OH-:14].[K+].II.[C:18](=O)([O-])[O-].[K+].[K+].[CH3:24][I:25].OS([O-])=O.[Na+]. The product is [I:25][C:24]1[C:3]2[C:7](=[CH:8][CH:9]=[C:10]([N+:11]([O-:13])=[O:14])[C:2]=2[CH3:1])[N:6]([CH3:5])[CH:18]=1. The catalyst is CN(C=O)C.O. The yield is 0.880. (3) The reactants are [CH2:1]([NH:3][CH2:4][C:5]([CH3:16])([C:7]1[CH:12]=[CH:11][C:10]([N+:13]([O-:15])=[O:14])=[CH:9][CH:8]=1)[CH3:6])[CH3:2].[CH2:17](I)[CH3:18].C(=O)([O-])[O-].[K+].[K+]. The catalyst is C(#N)C. The product is [CH2:1]([N:3]([CH2:17][CH3:18])[CH2:4][C:5]([CH3:6])([C:7]1[CH:12]=[CH:11][C:10]([N+:13]([O-:15])=[O:14])=[CH:9][CH:8]=1)[CH3:16])[CH3:2]. The yield is 0.861. (4) The reactants are C[O:2][C:3]([C:5]1[CH:10]=[CH:9][C:8]([C:11]2[CH:16]=[CH:15][C:14]([CH:17]([CH3:35])[C:18]([OH:34])([C:23]3[CH:33]=[CH:32][C:26]4[N:27]([CH3:31])[C:28](=[O:30])[O:29][C:25]=4[CH:24]=3)[C:19]([F:22])([F:21])[F:20])=[C:13]([Cl:36])[CH:12]=2)=[CH:7][C:6]=1[F:37])=[O:4].[Li+].[OH-].O. The catalyst is C1COCC1. The product is [Cl:36][C:13]1[CH:12]=[C:11]([C:8]2[CH:9]=[CH:10][C:5]([C:3]([OH:4])=[O:2])=[C:6]([F:37])[CH:7]=2)[CH:16]=[CH:15][C:14]=1[CH:17]([CH3:35])[C:18]([OH:34])([C:23]1[CH:33]=[CH:32][C:26]2[N:27]([CH3:31])[C:28](=[O:30])[O:29][C:25]=2[CH:24]=1)[C:19]([F:22])([F:20])[F:21]. The yield is 0.220. (5) The reactants are [CH3:1][C:2]1[CH:7]=[CH:6][C:5]([S:8]([O:11][CH2:12][CH:13]2[CH2:17][C:16]3[CH:18]=[CH:19][CH:20]=[C:21](OS(C(F)(F)F)(=O)=O)[C:15]=3[O:14]2)(=[O:10])=[O:9])=[CH:4][CH:3]=1.[Cl:30][C:31]1[CH:32]=[C:33](B(O)O)[CH:34]=[CH:35][C:36]=1[F:37].P([O-])([O-])([O-])=O.[K+].[K+].[K+].CC1C=CC(S(OCC2CC3C=CC=C(C4C=C(C(F)(F)F)C=C(C(F)(F)F)C=4)C=3O2)(=O)=O)=CC=1. The catalyst is C1C=CC([P]([Pd]([P](C2C=CC=CC=2)(C2C=CC=CC=2)C2C=CC=CC=2)([P](C2C=CC=CC=2)(C2C=CC=CC=2)C2C=CC=CC=2)[P](C2C=CC=CC=2)(C2C=CC=CC=2)C2C=CC=CC=2)(C2C=CC=CC=2)C2C=CC=CC=2)=CC=1. The product is [CH3:1][C:2]1[CH:7]=[CH:6][C:5]([S:8]([O:11][CH2:12][CH:13]2[CH2:17][C:16]3[CH:18]=[CH:19][CH:20]=[C:21]([C:33]4[CH:34]=[CH:35][C:36]([F:37])=[C:31]([Cl:30])[CH:32]=4)[C:15]=3[O:14]2)(=[O:9])=[O:10])=[CH:4][CH:3]=1. The yield is 0.480. (6) The reactants are [Br:1][C:2]1[CH:22]=[C:21]([N+:23]([O-])=O)[CH:20]=[C:19]([Br:26])[C:3]=1[O:4][C:5]1[CH:6]=[C:7]2[C:12](=[CH:13][CH:14]=1)[N:11]=[C:10]([C:15]([NH:17][CH3:18])=[O:16])[CH:9]=[CH:8]2.O.[Sn](Cl)Cl.[C:31]([O:34]CC)(=[O:33])[CH3:32].[CH2:37]([OH:39])C. No catalyst specified. The product is [Br:1][C:2]1[CH:22]=[C:21]([NH:23][C:37](=[O:39])[CH2:32][C:31]([OH:34])=[O:33])[CH:20]=[C:19]([Br:26])[C:3]=1[O:4][C:5]1[CH:6]=[C:7]2[C:12](=[CH:13][CH:14]=1)[N:11]=[C:10]([C:15]([NH:17][CH3:18])=[O:16])[CH:9]=[CH:8]2. The yield is 0.860.